From a dataset of NCI-60 drug combinations with 297,098 pairs across 59 cell lines. Regression. Given two drug SMILES strings and cell line genomic features, predict the synergy score measuring deviation from expected non-interaction effect. (1) Drug 1: CC1C(C(CC(O1)OC2CC(OC(C2O)C)OC3=CC4=CC5=C(C(=O)C(C(C5)C(C(=O)C(C(C)O)O)OC)OC6CC(C(C(O6)C)O)OC7CC(C(C(O7)C)O)OC8CC(C(C(O8)C)O)(C)O)C(=C4C(=C3C)O)O)O)O. Drug 2: C1CC(=O)NC(=O)C1N2C(=O)C3=CC=CC=C3C2=O. Cell line: NCI-H322M. Synergy scores: CSS=39.2, Synergy_ZIP=0.733, Synergy_Bliss=0.897, Synergy_Loewe=-34.3, Synergy_HSA=-0.127. (2) Drug 1: COC1=CC(=CC(=C1O)OC)C2C3C(COC3=O)C(C4=CC5=C(C=C24)OCO5)OC6C(C(C7C(O6)COC(O7)C8=CC=CS8)O)O. Drug 2: CC1C(C(CC(O1)OC2CC(OC(C2O)C)OC3=CC4=CC5=C(C(=O)C(C(C5)C(C(=O)C(C(C)O)O)OC)OC6CC(C(C(O6)C)O)OC7CC(C(C(O7)C)O)OC8CC(C(C(O8)C)O)(C)O)C(=C4C(=C3C)O)O)O)O. Cell line: UACC-257. Synergy scores: CSS=22.5, Synergy_ZIP=2.64, Synergy_Bliss=6.85, Synergy_Loewe=6.21, Synergy_HSA=6.49. (3) Drug 1: CC=C1C(=O)NC(C(=O)OC2CC(=O)NC(C(=O)NC(CSSCCC=C2)C(=O)N1)C(C)C)C(C)C. Drug 2: CC(C)(C#N)C1=CC(=CC(=C1)CN2C=NC=N2)C(C)(C)C#N. Cell line: PC-3. Synergy scores: CSS=5.38, Synergy_ZIP=-2.86, Synergy_Bliss=-1.36, Synergy_Loewe=-8.77, Synergy_HSA=-1.63.